Task: Predict the reactants needed to synthesize the given product.. Dataset: Full USPTO retrosynthesis dataset with 1.9M reactions from patents (1976-2016) (1) The reactants are: [OH:1][C:2]1[CH:3]=[C:4]([CH:9]=[CH:10][C:11]([OH:13])=O)[CH:5]=[CH:6][C:7]=1[OH:8].C(Cl)(=O)C(Cl)=O.[CH:20]([NH2:23])([CH3:22])[CH3:21].C(N(CC)CC)C. Given the product [OH:1][C:2]1[CH:3]=[C:4](/[CH:9]=[CH:10]/[C:11]([NH:23][CH:20]([CH3:22])[CH3:21])=[O:13])[CH:5]=[CH:6][C:7]=1[OH:8], predict the reactants needed to synthesize it. (2) Given the product [F:25][C:26]1[CH:31]=[CH:30][C:29]([NH:32][C:33](=[O:34])[O:13][CH2:12][C:11]2[N:10]([C:14]3[CH:19]=[CH:18][C:17]([C:20]([NH:22][CH2:23][CH3:24])=[O:21])=[CH:16][CH:15]=3)[N:9]=[N:8][C:7]=2[C:5]([NH:4][CH:1]2[CH2:2][CH2:3]2)=[O:6])=[CH:28][CH:27]=1, predict the reactants needed to synthesize it. The reactants are: [CH:1]1([NH:4][C:5]([C:7]2[N:8]=[N:9][N:10]([C:14]3[CH:19]=[CH:18][C:17]([C:20]([NH:22][CH2:23][CH3:24])=[O:21])=[CH:16][CH:15]=3)[C:11]=2[CH2:12][OH:13])=[O:6])[CH2:3][CH2:2]1.[F:25][C:26]1[CH:31]=[CH:30][C:29]([N:32]=[C:33]=[O:34])=[CH:28][CH:27]=1. (3) Given the product [NH2:26][C:8]1[N:7]=[C:6]([O:5][CH2:1][CH2:2][CH2:3][CH3:4])[N:14]=[C:13]2[C:9]=1[NH:10][C:11](=[O:24])[N:12]2[CH2:15][CH:16]1[CH2:21][CH2:20][O:19][C:18]([CH3:23])([CH3:22])[CH2:17]1, predict the reactants needed to synthesize it. The reactants are: [CH2:1]([O:5][C:6]1[N:14]=[C:13]2[C:9]([N:10]=[C:11]([O:24]C)[N:12]2[CH2:15][CH:16]2[CH2:21][CH2:20][O:19][C:18]([CH3:23])([CH3:22])[CH2:17]2)=[C:8]([NH2:26])[N:7]=1)[CH2:2][CH2:3][CH3:4].Cl. (4) Given the product [CH3:32][O:33][C:34](=[O:38])[C@H:35]([CH3:37])[NH:36][C:4](=[O:6])[C:3]1[CH:7]=[CH:8][C:9]([CH3:11])=[CH:10][C:2]=1[CH3:1], predict the reactants needed to synthesize it. The reactants are: [CH3:1][C:2]1[CH:10]=[C:9]([CH3:11])[CH:8]=[CH:7][C:3]=1[C:4]([OH:6])=O.Cl.CN(C)CCCN=C=NCC.CN1CCOCC1.Cl.[CH3:32][O:33][C:34](=[O:38])[C@H:35]([CH3:37])[NH2:36].